Dataset: NCI-60 drug combinations with 297,098 pairs across 59 cell lines. Task: Regression. Given two drug SMILES strings and cell line genomic features, predict the synergy score measuring deviation from expected non-interaction effect. Drug 1: C(CN)CNCCSP(=O)(O)O. Drug 2: CC1CCCC2(C(O2)CC(NC(=O)CC(C(C(=O)C(C1O)C)(C)C)O)C(=CC3=CSC(=N3)C)C)C. Cell line: PC-3. Synergy scores: CSS=56.8, Synergy_ZIP=4.27, Synergy_Bliss=2.92, Synergy_Loewe=-19.6, Synergy_HSA=4.04.